This data is from NCI-60 drug combinations with 297,098 pairs across 59 cell lines. The task is: Regression. Given two drug SMILES strings and cell line genomic features, predict the synergy score measuring deviation from expected non-interaction effect. (1) Drug 1: CN1CCC(CC1)COC2=C(C=C3C(=C2)N=CN=C3NC4=C(C=C(C=C4)Br)F)OC. Drug 2: CC12CCC3C(C1CCC2OP(=O)(O)O)CCC4=C3C=CC(=C4)OC(=O)N(CCCl)CCCl.[Na+]. Cell line: SW-620. Synergy scores: CSS=-4.46, Synergy_ZIP=-0.795, Synergy_Bliss=-5.26, Synergy_Loewe=-8.22, Synergy_HSA=-6.69. (2) Drug 1: CCCS(=O)(=O)NC1=C(C(=C(C=C1)F)C(=O)C2=CNC3=C2C=C(C=N3)C4=CC=C(C=C4)Cl)F. Drug 2: C1CNP(=O)(OC1)N(CCCl)CCCl. Cell line: NCI-H460. Synergy scores: CSS=1.80, Synergy_ZIP=3.51, Synergy_Bliss=1.37, Synergy_Loewe=0.239, Synergy_HSA=-0.346. (3) Drug 1: CCC1(CC2CC(C3=C(CCN(C2)C1)C4=CC=CC=C4N3)(C5=C(C=C6C(=C5)C78CCN9C7C(C=CC9)(C(C(C8N6C=O)(C(=O)OC)O)OC(=O)C)CC)OC)C(=O)OC)O.OS(=O)(=O)O. Drug 2: CC(C)CN1C=NC2=C1C3=CC=CC=C3N=C2N. Cell line: MDA-MB-231. Synergy scores: CSS=12.4, Synergy_ZIP=-3.43, Synergy_Bliss=0.555, Synergy_Loewe=-5.15, Synergy_HSA=0.879. (4) Cell line: MDA-MB-435. Drug 2: CCCCC(=O)OCC(=O)C1(CC(C2=C(C1)C(=C3C(=C2O)C(=O)C4=C(C3=O)C=CC=C4OC)O)OC5CC(C(C(O5)C)O)NC(=O)C(F)(F)F)O. Synergy scores: CSS=-2.65, Synergy_ZIP=3.40, Synergy_Bliss=6.83, Synergy_Loewe=1.56, Synergy_HSA=0.652. Drug 1: C1CCC(C1)C(CC#N)N2C=C(C=N2)C3=C4C=CNC4=NC=N3. (5) Drug 1: CC1=C2C(C(=O)C3(C(CC4C(C3C(C(C2(C)C)(CC1OC(=O)C(C(C5=CC=CC=C5)NC(=O)OC(C)(C)C)O)O)OC(=O)C6=CC=CC=C6)(CO4)OC(=O)C)OC)C)OC. Drug 2: COCCOC1=C(C=C2C(=C1)C(=NC=N2)NC3=CC=CC(=C3)C#C)OCCOC.Cl. Cell line: SW-620. Synergy scores: CSS=55.5, Synergy_ZIP=6.11, Synergy_Bliss=4.08, Synergy_Loewe=-29.0, Synergy_HSA=2.90. (6) Drug 1: CC(CN1CC(=O)NC(=O)C1)N2CC(=O)NC(=O)C2. Drug 2: C(=O)(N)NO. Cell line: HS 578T. Synergy scores: CSS=23.7, Synergy_ZIP=0.00621, Synergy_Bliss=7.58, Synergy_Loewe=-9.77, Synergy_HSA=4.68. (7) Synergy scores: CSS=1.94, Synergy_ZIP=5.57, Synergy_Bliss=10.8, Synergy_Loewe=2.35, Synergy_HSA=6.06. Drug 1: CCC(=C(C1=CC=CC=C1)C2=CC=C(C=C2)OCCN(C)C)C3=CC=CC=C3.C(C(=O)O)C(CC(=O)O)(C(=O)O)O. Drug 2: CC1CCC2CC(C(=CC=CC=CC(CC(C(=O)C(C(C(=CC(C(=O)CC(OC(=O)C3CCCCN3C(=O)C(=O)C1(O2)O)C(C)CC4CCC(C(C4)OC)O)C)C)O)OC)C)C)C)OC. Cell line: MALME-3M. (8) Drug 1: C1=CN(C=N1)CC(O)(P(=O)(O)O)P(=O)(O)O. Drug 2: CC(C)(C#N)C1=CC(=CC(=C1)CN2C=NC=N2)C(C)(C)C#N. Cell line: SW-620. Synergy scores: CSS=-3.81, Synergy_ZIP=1.96, Synergy_Bliss=-0.495, Synergy_Loewe=-9.32, Synergy_HSA=-8.35. (9) Drug 1: CC1OCC2C(O1)C(C(C(O2)OC3C4COC(=O)C4C(C5=CC6=C(C=C35)OCO6)C7=CC(=C(C(=C7)OC)O)OC)O)O. Drug 2: C1C(C(OC1N2C=NC3=C(N=C(N=C32)Cl)N)CO)O. Cell line: HS 578T. Synergy scores: CSS=9.63, Synergy_ZIP=-6.24, Synergy_Bliss=-3.81, Synergy_Loewe=-7.31, Synergy_HSA=-5.49.